Dataset: Peptide-MHC class II binding affinity with 134,281 pairs from IEDB. Task: Regression. Given a peptide amino acid sequence and an MHC pseudo amino acid sequence, predict their binding affinity value. This is MHC class II binding data. (1) The binding affinity (normalized) is 0.170. The peptide sequence is ILNTWLVKPGAGIMI. The MHC is DRB1_0401 with pseudo-sequence DRB1_0401. (2) The peptide sequence is QTAVDFGNSYIAEME. The MHC is DRB1_1101 with pseudo-sequence DRB1_1101. The binding affinity (normalized) is 0.0516. (3) The peptide sequence is WFINWYLPISQLFYN. The MHC is HLA-DPA10201-DPB10501 with pseudo-sequence HLA-DPA10201-DPB10501. The binding affinity (normalized) is 0.166.